This data is from Catalyst prediction with 721,799 reactions and 888 catalyst types from USPTO. The task is: Predict which catalyst facilitates the given reaction. (1) The catalyst class is: 32. Reactant: [CH3:1][C:2]([O:41][CH2:42][C@H:43]1[CH2:45][O:44]1)([CH3:40])[CH2:3][N:4]1[CH:8]=[CH:7][C:6]([NH:9][C:10]([CH:12]2[CH:16]([C:17]3[CH:22]=[CH:21][CH:20]=[C:19]([Cl:23])[C:18]=3[F:24])[C:15]([C:27]3[CH:32]=[CH:31][C:30]([Cl:33])=[CH:29][C:28]=3[F:34])([C:25]#[N:26])[CH:14]([CH2:35][C:36]([CH3:39])([CH3:38])[CH3:37])[NH:13]2)=[O:11])=[N:5]1.[CH3:46][NH:47][CH3:48]. Product: [CH3:46][N:47]([CH3:48])[CH2:45][C@@H:43]([OH:44])[CH2:42][O:41][C:2]([CH3:1])([CH3:40])[CH2:3][N:4]1[CH:8]=[CH:7][C:6]([NH:9][C:10]([CH:12]2[CH:16]([C:17]3[CH:22]=[CH:21][CH:20]=[C:19]([Cl:23])[C:18]=3[F:24])[C:15]([C:27]3[CH:32]=[CH:31][C:30]([Cl:33])=[CH:29][C:28]=3[F:34])([C:25]#[N:26])[CH:14]([CH2:35][C:36]([CH3:37])([CH3:39])[CH3:38])[NH:13]2)=[O:11])=[N:5]1. (2) Reactant: [N:1]1([CH2:6][CH2:7][NH2:8])[CH2:5][CH2:4][CH2:3][CH2:2]1.CS([C:13]1[N:18]=[C:17]([C:19]2[C:20]([C:32]3[CH:37]=[CH:36][C:35]([F:38])=[CH:34][CH:33]=3)=[N:21][N:22]3[CH:27]=[C:26]([C:28]([F:31])([F:30])[F:29])[CH:25]=[CH:24][C:23]=23)[CH:16]=[CH:15][N:14]=1)(=O)=O. Product: [F:38][C:35]1[CH:36]=[CH:37][C:32]([C:20]2[C:19]([C:17]3[CH:16]=[CH:15][N:14]=[C:13]([NH:8][CH2:7][CH2:6][N:1]4[CH2:5][CH2:4][CH2:3][CH2:2]4)[N:18]=3)=[C:23]3[CH:24]=[CH:25][C:26]([C:28]([F:31])([F:30])[F:29])=[CH:27][N:22]3[N:21]=2)=[CH:33][CH:34]=1. The catalyst class is: 6. (3) Reactant: [CH3:1][CH2:2][CH2:3][CH2:4][CH2:5][CH2:6][O:7][C:8](/[N:10]=[C:11](/[NH2:46])\[C:12]1[CH:17]=[CH:16][C:15]([NH:18][CH2:19][C:20]2[N:24]([CH3:25])[C:23]3[CH:26]=[CH:27][C:28]([C:30]([N:32]([C:40]4[N:45]=[CH:44][CH:43]=[CH:42][CH:41]=4)[CH2:33][CH2:34][C:35]([O:37][CH2:38][CH3:39])=[O:36])=[O:31])=[CH:29][C:22]=3[N:21]=2)=[CH:14][CH:13]=1)=[O:9].CS(O)(=O)=O. Product: [CH3:1][CH2:2][CH2:3][CH2:4][CH2:5][CH2:6][O:7][C:8](/[N:10]=[C:11](\[NH2:46])/[C:12]1[CH:13]=[CH:14][C:15]([NH:18][CH2:19][C:20]2[N:24]([CH3:25])[C:23]3[CH:26]=[CH:27][C:28]([C:30]([N:32]([C:40]4[CH:41]=[CH:42][CH:43]=[CH:44][N:45]=4)[CH2:33][CH2:34][C:35]([O:37][CH2:38][CH3:39])=[O:36])=[O:31])=[CH:29][C:22]=3[N:21]=2)=[CH:16][CH:17]=1)=[O:9]. The catalyst class is: 32.